From a dataset of Peptide-MHC class II binding affinity with 134,281 pairs from IEDB. Regression. Given a peptide amino acid sequence and an MHC pseudo amino acid sequence, predict their binding affinity value. This is MHC class II binding data. (1) The peptide sequence is FFHMNIYECKGVTVK. The MHC is DRB1_0101 with pseudo-sequence DRB1_0101. The binding affinity (normalized) is 0.713. (2) The peptide sequence is LAVGGVLLFLSVNVHA. The MHC is DRB3_0101 with pseudo-sequence DRB3_0101. The binding affinity (normalized) is 0.233. (3) The MHC is HLA-DPA10103-DPB10401 with pseudo-sequence HLA-DPA10103-DPB10401. The binding affinity (normalized) is 1.00. The peptide sequence is EKKYFAATRFEPLAA. (4) The peptide sequence is EKKYFAATQFEPLAA. The MHC is HLA-DPA10201-DPB11401 with pseudo-sequence HLA-DPA10201-DPB11401. The binding affinity (normalized) is 0.806. (5) The MHC is DRB1_1501 with pseudo-sequence DRB1_1501. The binding affinity (normalized) is 0.509. The peptide sequence is DVINDFVSSYARGET. (6) The peptide sequence is KGLPIRYQTTATKSE. The MHC is DRB1_1101 with pseudo-sequence DRB1_1101. The binding affinity (normalized) is 0.381. (7) The peptide sequence is GVDNFCVKVLAPYMP. The MHC is DRB5_0101 with pseudo-sequence DRB5_0101. The binding affinity (normalized) is 0.616.